From a dataset of Forward reaction prediction with 1.9M reactions from USPTO patents (1976-2016). Predict the product of the given reaction. (1) Given the reactants C([C:3]1[CH:12]=[CH:11][C:6]([CH2:7][N:8]([CH3:10])[CH3:9])=[CH:5][CH:4]=1)=C.[CH3:13][S:14]([O:17]C)(=[O:16])=[O:15].O1CC[CH2:21][CH2:20]1, predict the reaction product. The product is: [CH3:13][S:14]([O-:17])(=[O:16])=[O:15].[CH:20]([CH:7]([N+:8]([CH3:9])([CH3:10])[CH3:13])[C:6]1[CH:5]=[CH:4][CH:3]=[CH:12][CH:11]=1)=[CH2:21]. (2) Given the reactants Cl.[OH:2][CH:3]([CH2:31][OH:32])[CH2:4][O:5][C:6]1[CH:11]=[CH:10][C:9]([CH2:12][CH2:13][CH2:14][CH2:15][NH:16][C:17]([NH:19][C:20]([C:22]2[C:27]([NH2:28])=[N:26][C:25]([NH2:29])=[C:24]([Cl:30])[N:23]=2)=[O:21])=[NH:18])=[CH:8][CH:7]=1.CO.O.[C:36]1(C)[CH:41]=CC(S(O)(=O)=O)=C[CH:37]=1, predict the reaction product. The product is: [CH3:37][C:36]1([CH3:41])[O:2][CH:3]([CH2:4][O:5][C:6]2[CH:7]=[CH:8][C:9]([CH2:12][CH2:13][CH2:14][CH2:15][NH:16][C:17]([NH:19][C:20]([C:22]3[C:27]([NH2:28])=[N:26][C:25]([NH2:29])=[C:24]([Cl:30])[N:23]=3)=[O:21])=[NH:18])=[CH:10][CH:11]=2)[CH2:31][O:32]1. (3) The product is: [F:8][C:7]1[CH:6]=[C:5]2[C:4](=[CH:3][C:2]=1[F:1])[CH2:9][C:10](=[O:12])[CH2:14][CH2:13]2. Given the reactants [F:1][C:2]1[CH:3]=[C:4]([CH2:9][C:10]([OH:12])=O)[CH:5]=[CH:6][C:7]=1[F:8].[C:13](Cl)(=O)[C:14](Cl)=O.[Cl-].[Al+3].[Cl-].[Cl-].Cl, predict the reaction product. (4) Given the reactants C(Cl)CCl.Cl.[N:6]1[C:11]2[NH:12][CH2:13][CH2:14][O:15][CH2:16][C:10]=2[CH:9]=[C:8]([CH:17]=[CH:18][C:19]([OH:21])=O)[CH:7]=1.C1C=CC2N(O)N=NC=2C=1.[CH3:32][NH:33][CH2:34][C:35]1[O:36][C:37]2[CH:44]=[CH:43][CH:42]=[CH:41][C:38]=2[C:39]=1[CH3:40].C(N(C(C)C)C(C)C)C, predict the reaction product. The product is: [CH3:32][N:33]([CH2:34][C:35]1[O:36][C:37]2[CH:44]=[CH:43][CH:42]=[CH:41][C:38]=2[C:39]=1[CH3:40])[C:19](=[O:21])[CH:18]=[CH:17][C:8]1[CH:7]=[N:6][C:11]2[NH:12][CH2:13][CH2:14][O:15][CH2:16][C:10]=2[CH:9]=1. (5) Given the reactants [C:1]([C:5]1[CH:6]=[C:7]([CH:12]=[C:13]([I:16])[C:14]=1[OH:15])[C:8]([O:10][CH3:11])=[O:9])([CH3:4])([CH3:3])[CH3:2].[C:17](=O)([O-])[O-].[K+].[K+].COS(=O)(=O)OC.O, predict the reaction product. The product is: [C:1]([C:5]1[CH:6]=[C:7]([CH:12]=[C:13]([I:16])[C:14]=1[O:15][CH3:17])[C:8]([O:10][CH3:11])=[O:9])([CH3:4])([CH3:2])[CH3:3]. (6) Given the reactants Cl[CH2:2][C:3]1[N:4]=[C:5]([C:18]2[CH:23]=[CH:22][C:21]([Cl:24])=[CH:20][CH:19]=2)[N:6]([C:8]2[CH:13]=[CH:12][C:11]([S:14]([CH3:17])(=[O:16])=[O:15])=[CH:10][CH:9]=2)[CH:7]=1.[C-:25]#[N:26].[K+], predict the reaction product. The product is: [Cl:24][C:21]1[CH:22]=[CH:23][C:18]([C:5]2[N:6]([C:8]3[CH:9]=[CH:10][C:11]([S:14]([CH3:17])(=[O:16])=[O:15])=[CH:12][CH:13]=3)[CH:7]=[C:3]([CH2:2][C:25]#[N:26])[N:4]=2)=[CH:19][CH:20]=1.